From a dataset of Full USPTO retrosynthesis dataset with 1.9M reactions from patents (1976-2016). Predict the reactants needed to synthesize the given product. (1) Given the product [NH2:32][C:27]1[CH:28]=[CH:29][CH:30]=[CH:31][C:26]=1[CH2:25][CH2:24][C@H:21]1[N:20]([C:35]([O:37][C:38]([CH3:39])([CH3:40])[CH3:41])=[O:36])[CH2:19][C@@H:18]([CH2:17][CH2:16][C:11]2[CH:12]=[CH:13][CH:14]=[CH:15][C:10]=2[NH:9][C:7](=[O:8])[C@@H:6]([NH:5][C:3]([O:2][CH3:1])=[O:4])[CH:42]([C:49]2[CH:54]=[CH:53][CH:52]=[CH:51][CH:50]=2)[C:43]2[CH:44]=[CH:45][CH:46]=[CH:47][CH:48]=2)[O:23][CH2:22]1, predict the reactants needed to synthesize it. The reactants are: [CH3:1][O:2][C:3]([NH:5][C@@H:6]([CH:42]([C:49]1[CH:54]=[CH:53][CH:52]=[CH:51][CH:50]=1)[C:43]1[CH:48]=[CH:47][CH:46]=[CH:45][CH:44]=1)[C:7]([NH:9][C:10]1[CH:15]=[CH:14][CH:13]=[CH:12][C:11]=1[CH2:16][CH2:17][C@H:18]1[O:23][CH2:22][C@@H:21]([CH:24]=[CH:25][C:26]2[CH:31]=[CH:30][CH:29]=[CH:28][C:27]=2[N+:32]([O-])=O)[N:20]([C:35]([O:37][C:38]([CH3:41])([CH3:40])[CH3:39])=[O:36])[CH2:19]1)=[O:8])=[O:4]. (2) Given the product [S:8]1[C:12]2[CH:13]=[CH:14][CH:15]=[CH:16][C:11]=2[N:10]=[C:9]1[S:17]([N:20]1[CH2:25][CH2:24][N:23]([C:45](=[O:46])[CH2:44][N:41]2[CH:40]=[N:39][C:38]3[C:37](=[O:48])[NH:36][C:35]([NH:34][C:32]([O:31][CH2:30][CH2:29][S:28][CH3:27])=[O:33])=[N:43][C:42]2=3)[CH2:22][C:21]1=[O:26])(=[O:19])=[O:18], predict the reactants needed to synthesize it. The reactants are: FC(F)(F)C(O)=O.[S:8]1[C:12]2[CH:13]=[CH:14][CH:15]=[CH:16][C:11]=2[N:10]=[C:9]1[S:17]([N:20]1[CH2:25][CH2:24][NH:23][CH2:22][C:21]1=[O:26])(=[O:19])=[O:18].[CH3:27][S:28][CH2:29][CH2:30][O:31][C:32]([NH:34][C:35]1[NH:36][C:37](=[O:48])[C:38]2[N:39]=[CH:40][N:41]([CH2:44][C:45](O)=[O:46])[C:42]=2[N:43]=1)=[O:33]. (3) Given the product [CH2:1]([C:3]1[CH:8]=[CH:7][CH:6]=[C:5]([CH2:9][CH3:10])[C:4]=1[C:11]1[CH:12]=[C:13]2[CH:19]=[CH:18][N:17]([C:21]3[CH:26]=[CH:25][C:24]([CH:27]([CH3:29])[CH3:28])=[CH:23][CH:22]=3)[C:14]2=[CH:15][N:16]=1)[CH3:2], predict the reactants needed to synthesize it. The reactants are: [CH2:1]([C:3]1[CH:8]=[CH:7][CH:6]=[C:5]([CH2:9][CH3:10])[C:4]=1[C:11]1[CH:12]=[C:13]2[CH:19]=[CH:18][NH:17][C:14]2=[CH:15][N:16]=1)[CH3:2].I[C:21]1[CH:26]=[CH:25][C:24]([CH:27]([CH3:29])[CH3:28])=[CH:23][CH:22]=1.C(=O)([O-])[O-].[Cs+].[Cs+].C(N)CN. (4) The reactants are: [CH3:1][O:2][C:3]([CH:5]1[CH2:14][C:13]2[C:8](=[CH:9][C:10]([OH:15])=[CH:11][CH:12]=2)[C:7]([CH2:16][CH:17]2[CH2:21][CH2:20][CH2:19][CH2:18]2)=[N:6]1)=[O:4]. Given the product [CH3:1][O:2][C:3]([CH:5]1[CH2:14][C:13]2[C:8](=[CH:9][C:10]([OH:15])=[CH:11][CH:12]=2)[CH:7]([CH2:16][CH:17]2[CH2:21][CH2:20][CH2:19][CH2:18]2)[NH:6]1)=[O:4], predict the reactants needed to synthesize it. (5) Given the product [CH2:23]([NH:3][C@@H:4]1[CH2:9][CH2:8][CH2:7][CH2:6][C@H:5]1[NH:10][C:11]1[CH:18]=[C:17]([C:19]([F:20])([F:21])[F:22])[CH:16]=[CH:15][C:12]=1[C:13]#[N:14])[CH3:24], predict the reactants needed to synthesize it. The reactants are: [BH4-].[Na+].[NH2:3][C@@H:4]1[CH2:9][CH2:8][CH2:7][CH2:6][C@H:5]1[NH:10][C:11]1[CH:18]=[C:17]([C:19]([F:22])([F:21])[F:20])[CH:16]=[CH:15][C:12]=1[C:13]#[N:14].[C:23](O)(=O)[CH3:24]. (6) Given the product [Cl:1][C:2]1[CH:7]=[CH:6][C:5]([C:8]2[CH:9]=[C:10]([CH:18]3[CH2:20][CH2:19]3)[C:11]3[N:12]([C:14]([C:22]#[C:21][C:23]4[CH:24]=[CH:25][C:26]([NH2:29])=[N:27][CH:28]=4)=[CH:15][N:16]=3)[CH:13]=2)=[CH:4][CH:3]=1, predict the reactants needed to synthesize it. The reactants are: [Cl:1][C:2]1[CH:7]=[CH:6][C:5]([C:8]2[CH:9]=[C:10]([CH:18]3[CH2:20][CH2:19]3)[C:11]3[N:12]([C:14](I)=[CH:15][N:16]=3)[CH:13]=2)=[CH:4][CH:3]=1.[C:21]([C:23]1[CH:24]=[CH:25][C:26]([NH2:29])=[N:27][CH:28]=1)#[CH:22].